From a dataset of NCI-60 drug combinations with 297,098 pairs across 59 cell lines. Regression. Given two drug SMILES strings and cell line genomic features, predict the synergy score measuring deviation from expected non-interaction effect. (1) Drug 1: C1CCC(C1)C(CC#N)N2C=C(C=N2)C3=C4C=CNC4=NC=N3. Drug 2: CCC1=CC2CC(C3=C(CN(C2)C1)C4=CC=CC=C4N3)(C5=C(C=C6C(=C5)C78CCN9C7C(C=CC9)(C(C(C8N6C)(C(=O)OC)O)OC(=O)C)CC)OC)C(=O)OC.C(C(C(=O)O)O)(C(=O)O)O. Cell line: SW-620. Synergy scores: CSS=59.2, Synergy_ZIP=0.307, Synergy_Bliss=2.18, Synergy_Loewe=-4.56, Synergy_HSA=1.68. (2) Synergy scores: CSS=8.98, Synergy_ZIP=5.09, Synergy_Bliss=10.3, Synergy_Loewe=2.18, Synergy_HSA=4.08. Drug 2: CCCCC(=O)OCC(=O)C1(CC(C2=C(C1)C(=C3C(=C2O)C(=O)C4=C(C3=O)C=CC=C4OC)O)OC5CC(C(C(O5)C)O)NC(=O)C(F)(F)F)O. Cell line: UO-31. Drug 1: CC1C(C(CC(O1)OC2CC(CC3=C2C(=C4C(=C3O)C(=O)C5=C(C4=O)C(=CC=C5)OC)O)(C(=O)CO)O)N)O.Cl. (3) Cell line: T-47D. Drug 1: CN1C(=O)N2C=NC(=C2N=N1)C(=O)N. Drug 2: CC1=C2C(C(=O)C3(C(CC4C(C3C(C(C2(C)C)(CC1OC(=O)C(C(C5=CC=CC=C5)NC(=O)C6=CC=CC=C6)O)O)OC(=O)C7=CC=CC=C7)(CO4)OC(=O)C)O)C)OC(=O)C. Synergy scores: CSS=8.57, Synergy_ZIP=0.0320, Synergy_Bliss=1.92, Synergy_Loewe=-16.3, Synergy_HSA=-7.08. (4) Drug 1: COC1=C(C=C2C(=C1)N=CN=C2NC3=CC(=C(C=C3)F)Cl)OCCCN4CCOCC4. Drug 2: CC12CCC3C(C1CCC2O)C(CC4=C3C=CC(=C4)O)CCCCCCCCCS(=O)CCCC(C(F)(F)F)(F)F. Cell line: U251. Synergy scores: CSS=12.9, Synergy_ZIP=-5.09, Synergy_Bliss=0.881, Synergy_Loewe=1.65, Synergy_HSA=2.34. (5) Drug 1: CC12CCC(CC1=CCC3C2CCC4(C3CC=C4C5=CN=CC=C5)C)O. Drug 2: CCC1(CC2CC(C3=C(CCN(C2)C1)C4=CC=CC=C4N3)(C5=C(C=C6C(=C5)C78CCN9C7C(C=CC9)(C(C(C8N6C=O)(C(=O)OC)O)OC(=O)C)CC)OC)C(=O)OC)O.OS(=O)(=O)O. Cell line: RPMI-8226. Synergy scores: CSS=72.0, Synergy_ZIP=4.51, Synergy_Bliss=5.08, Synergy_Loewe=-18.9, Synergy_HSA=1.91. (6) Drug 1: C1CCC(C(C1)N)N.C(=O)(C(=O)[O-])[O-].[Pt+4]. Drug 2: C1C(C(OC1N2C=NC3=C2NC=NCC3O)CO)O. Cell line: NCI-H460. Synergy scores: CSS=51.0, Synergy_ZIP=-1.31, Synergy_Bliss=-3.60, Synergy_Loewe=-7.19, Synergy_HSA=-4.11. (7) Drug 1: CC12CCC3C(C1CCC2=O)CC(=C)C4=CC(=O)C=CC34C. Drug 2: CC12CCC3C(C1CCC2OP(=O)(O)O)CCC4=C3C=CC(=C4)OC(=O)N(CCCl)CCCl.[Na+]. Cell line: A549. Synergy scores: CSS=5.78, Synergy_ZIP=-14.4, Synergy_Bliss=-24.6, Synergy_Loewe=-31.6, Synergy_HSA=-24.0. (8) Drug 1: CC1CCC2CC(C(=CC=CC=CC(CC(C(=O)C(C(C(=CC(C(=O)CC(OC(=O)C3CCCCN3C(=O)C(=O)C1(O2)O)C(C)CC4CCC(C(C4)OC)O)C)C)O)OC)C)C)C)OC. Drug 2: CC(C)NC(=O)C1=CC=C(C=C1)CNNC.Cl. Cell line: BT-549. Synergy scores: CSS=23.5, Synergy_ZIP=-5.02, Synergy_Bliss=-0.548, Synergy_Loewe=-16.2, Synergy_HSA=-0.593.